Dataset: NCI-60 drug combinations with 297,098 pairs across 59 cell lines. Task: Regression. Given two drug SMILES strings and cell line genomic features, predict the synergy score measuring deviation from expected non-interaction effect. (1) Drug 1: C1CC(CCC1OC2=C(C(=CC=C2)Cl)F)(CC3=NC(=CC=C3)NC4=NC=CS4)C(=O)O. Drug 2: CC1(CCCN1)C2=NC3=C(C=CC=C3N2)C(=O)N. Cell line: T-47D. Synergy scores: CSS=14.3, Synergy_ZIP=0.835, Synergy_Bliss=2.88, Synergy_Loewe=-6.47, Synergy_HSA=0.967. (2) Drug 1: C1=NC2=C(N=C(N=C2N1C3C(C(C(O3)CO)O)F)Cl)N. Drug 2: CC=C1C(=O)NC(C(=O)OC2CC(=O)NC(C(=O)NC(CSSCCC=C2)C(=O)N1)C(C)C)C(C)C. Cell line: SNB-75. Synergy scores: CSS=25.5, Synergy_ZIP=-1.31, Synergy_Bliss=-1.25, Synergy_Loewe=-24.9, Synergy_HSA=-0.219. (3) Drug 1: CC1=C(C(=CC=C1)Cl)NC(=O)C2=CN=C(S2)NC3=CC(=NC(=N3)C)N4CCN(CC4)CCO. Drug 2: C1CNP(=O)(OC1)N(CCCl)CCCl. Cell line: NCI-H226. Synergy scores: CSS=-0.382, Synergy_ZIP=-0.235, Synergy_Bliss=-0.00358, Synergy_Loewe=-3.95, Synergy_HSA=-0.831. (4) Drug 1: C1CN1P(=S)(N2CC2)N3CC3. Drug 2: C1CCC(C(C1)N)N.C(=O)(C(=O)[O-])[O-].[Pt+4]. Cell line: EKVX. Synergy scores: CSS=10.5, Synergy_ZIP=-4.84, Synergy_Bliss=1.16, Synergy_Loewe=3.02, Synergy_HSA=3.38. (5) Drug 1: CNC(=O)C1=CC=CC=C1SC2=CC3=C(C=C2)C(=NN3)C=CC4=CC=CC=N4. Drug 2: C1CN(P(=O)(OC1)NCCCl)CCCl. Cell line: CAKI-1. Synergy scores: CSS=4.68, Synergy_ZIP=-1.37, Synergy_Bliss=-0.706, Synergy_Loewe=-10.3, Synergy_HSA=-2.40. (6) Drug 1: CCC1(CC2CC(C3=C(CCN(C2)C1)C4=CC=CC=C4N3)(C5=C(C=C6C(=C5)C78CCN9C7C(C=CC9)(C(C(C8N6C)(C(=O)OC)O)OC(=O)C)CC)OC)C(=O)OC)O.OS(=O)(=O)O. Drug 2: C1=CN(C=N1)CC(O)(P(=O)(O)O)P(=O)(O)O. Cell line: SK-MEL-2. Synergy scores: CSS=4.59, Synergy_ZIP=0.869, Synergy_Bliss=1.41, Synergy_Loewe=0.179, Synergy_HSA=-0.311. (7) Drug 1: C1=CC(=CC=C1CCC2=CNC3=C2C(=O)NC(=N3)N)C(=O)NC(CCC(=O)O)C(=O)O. Drug 2: CS(=O)(=O)OCCCCOS(=O)(=O)C. Cell line: SN12C. Synergy scores: CSS=21.8, Synergy_ZIP=-9.70, Synergy_Bliss=-4.75, Synergy_Loewe=-11.5, Synergy_HSA=-2.80.